Dataset: Reaction yield outcomes from USPTO patents with 853,638 reactions. Task: Predict the reaction yield, written as a fraction of the theoretical maximum amount of product (1.0 means a 100% yield; for example, 0.34 means a 34% yield). The reactants are [C:1]([O:4][C:5]1[C:6](=[CH:10][CH:11]=[CH:12][CH:13]=1)[C:7](Cl)=[O:8])(=[O:3])[CH3:2].[CH3:14][S:15][C:16]1[S:20][C:19]([NH2:21])=[N:18][CH:17]=1.C(N(CC)CC)C. The catalyst is C1COCC1. The product is [C:1]([O:4][C:5]1[CH:13]=[CH:12][CH:11]=[CH:10][C:6]=1[C:7](=[O:8])[NH:21][C:19]1[S:20][C:16]([S:15][CH3:14])=[CH:17][N:18]=1)(=[O:3])[CH3:2]. The yield is 0.980.